From a dataset of Reaction yield outcomes from USPTO patents with 853,638 reactions. Predict the reaction yield, written as a fraction of the theoretical maximum amount of product (1.0 means a 100% yield; for example, 0.34 means a 34% yield). (1) The reactants are [Mg].[CH2:2](Cl)[C:3]([C:6]1[CH:11]=[CH:10][CH:9]=[CH:8][CH:7]=1)([CH3:5])[CH3:4].II.BrCCBr.[C:19](=[O:21])=[O:20]. The catalyst is O1CCCC1. The product is [CH3:4][C:3]([CH3:5])([C:6]1[CH:11]=[CH:10][CH:9]=[CH:8][CH:7]=1)[CH2:2][C:19]([OH:21])=[O:20]. The yield is 0.810. (2) The reactants are Br[C:2]1[C:3]([O:12][CH3:13])=[CH:4][C:5]([O:10][CH3:11])=[C:6]([CH:9]=1)[CH:7]=[O:8].[O:14]1[CH:18]=[CH:17][CH2:16][CH2:15]1.C(=O)([O-])[O-].[Cs+].[Cs+]. The catalyst is O1CCOCC1.[Pd].O.CC(C)([P](C(C)(C)C)([Pd][P](C(C)(C)C)(C(C)(C)C)C(C)(C)C)C(C)(C)C)C. The product is [O:14]1[CH2:18][CH:17]=[CH:16][CH:15]1[C:2]1[C:3]([O:12][CH3:13])=[CH:4][C:5]([O:10][CH3:11])=[C:6]([CH:9]=1)[CH:7]=[O:8]. The yield is 0.500. (3) The reactants are [NH2:1][C:2]1[C:6]([C:7]([OH:9])=[O:8])=[CH:5][N:4]([CH2:10][C:11]2[CH:12]=[N:13][C:14]([O:17][CH2:18][CH3:19])=[CH:15][CH:16]=2)[N:3]=1.C(N(CC)C(C)C)(C)C.[CH3:29][O:30][CH2:31][C:32](Cl)=[O:33]. The yield is 0.870. The catalyst is C(Cl)Cl. The product is [CH2:18]([O:17][C:14]1[N:13]=[CH:12][C:11]([CH2:10][N:4]2[CH:5]=[C:6]([C:7]([OH:9])=[O:8])[C:2]([NH:1][C:32](=[O:33])[CH2:31][O:30][CH3:29])=[N:3]2)=[CH:16][CH:15]=1)[CH3:19]. (4) The catalyst is C(OCC)(=O)C. The product is [CH2:13]([C:17]1[N:22]2[N:23]=[CH:24][CH:25]=[C:21]2[N:20]([C@H:26]2[CH2:31][CH2:30][C@H:29]([O:32][CH2:33][C:34]([OH:37])([CH3:35])[CH3:36])[CH2:28][CH2:27]2)[C:19](=[O:38])[C:18]=1[CH2:39][C:40]1[CH:45]=[CH:44][C:43]([C:46]2[CH:51]=[CH:50][CH:49]=[CH:48][C:47]=2[C:52]2[NH:3][C:4](=[O:7])[O:5][N:53]=2)=[CH:42][CH:41]=1)[CH2:14][CH2:15][CH3:16]. The yield is 0.750. The reactants are [Cl-].O[NH3+:3].[C:4](=[O:7])([O-])[OH:5].[Na+].CS(C)=O.[CH2:13]([C:17]1[N:22]2[N:23]=[CH:24][CH:25]=[C:21]2[N:20]([C@H:26]2[CH2:31][CH2:30][C@H:29]([O:32][CH2:33][C:34]([OH:37])([CH3:36])[CH3:35])[CH2:28][CH2:27]2)[C:19](=[O:38])[C:18]=1[CH2:39][C:40]1[CH:45]=[CH:44][C:43]([C:46]2[C:47]([C:52]#[N:53])=[CH:48][CH:49]=[CH:50][CH:51]=2)=[CH:42][CH:41]=1)[CH2:14][CH2:15][CH3:16].